From a dataset of Peptide-MHC class II binding affinity with 134,281 pairs from IEDB. Regression. Given a peptide amino acid sequence and an MHC pseudo amino acid sequence, predict their binding affinity value. This is MHC class II binding data. (1) The peptide sequence is RQKIIYSGAVNLDDE. The MHC is DRB1_0901 with pseudo-sequence DRB1_0901. The binding affinity (normalized) is 0.836. (2) The peptide sequence is LGQTIRNSRWSSPDN. The MHC is DRB1_1302 with pseudo-sequence DRB1_1302. The binding affinity (normalized) is 0.511. (3) The peptide sequence is QTYVTQQLIRAAEIR. The MHC is DRB1_1101 with pseudo-sequence DRB1_1101. The binding affinity (normalized) is 0.490. (4) The peptide sequence is EKRYFAATQFEPLAA. The MHC is HLA-DPA10103-DPB10401 with pseudo-sequence HLA-DPA10103-DPB10401. The binding affinity (normalized) is 0.779. (5) The peptide sequence is DFHPGAGKTRRFLPQ. The MHC is DRB1_0801 with pseudo-sequence DRB1_0801. The binding affinity (normalized) is 0.183. (6) The peptide sequence is SIRAANVMAASLRKA. The MHC is DRB4_0103 with pseudo-sequence DRB4_0103. The binding affinity (normalized) is 0.797. (7) The MHC is HLA-DQA10501-DQB10201 with pseudo-sequence HLA-DQA10501-DQB10201. The peptide sequence is QVPLVQQQQYLGQQQP. The binding affinity (normalized) is 0.428. (8) The MHC is DRB1_0901 with pseudo-sequence DRB1_0901. The peptide sequence is GYVSLQEFVDLNNKG. The binding affinity (normalized) is 0.475.